This data is from Reaction yield outcomes from USPTO patents with 853,638 reactions. The task is: Predict the reaction yield, written as a fraction of the theoretical maximum amount of product (1.0 means a 100% yield; for example, 0.34 means a 34% yield). (1) The reactants are [CH2:1]([O:3][C:4]([CH:6]1[CH2:11][NH:10][C:9]2[CH:12]=[C:13]([Cl:16])[CH:14]=[CH:15][C:8]=2[O:7]1)=[O:5])[CH3:2].[Br:17]Br. The catalyst is C(O)(=O)C. The product is [CH2:1]([O:3][C:4]([CH:6]1[CH2:11][NH:10][C:9]2[CH:12]=[C:13]([Cl:16])[C:14]([Br:17])=[CH:15][C:8]=2[O:7]1)=[O:5])[CH3:2]. The yield is 0.476. (2) The reactants are Br[C:2]1[CH:7]=[CH:6][CH:5]=[CH:4][C:3]=1[CH3:8].ClC1C=CC=CC=1C.[CH:17]([C:20]1[CH:26]=[CH:25][CH:24]=[C:23]([CH:27]([CH3:29])[CH3:28])[C:21]=1[NH2:22])([CH3:19])[CH3:18].CC([O-])(C)C.[Na+]. The catalyst is C1(C)C=CC=CC=1. The product is [CH:27]([C:23]1[CH:24]=[CH:25][CH:26]=[C:20]([CH:17]([CH3:19])[CH3:18])[C:21]=1[NH:22][C:2]1[CH:7]=[CH:6][CH:5]=[CH:4][C:3]=1[CH3:8])([CH3:29])[CH3:28]. The yield is 0.960. (3) The reactants are [N+:1]([C:4]1[CH:10]=[CH:9][C:7]([NH2:8])=[CH:6][C:5]=1[O:11][C:12]1[CH:17]=[CH:16][C:15]([CH:18]=[CH2:19])=[CH:14][CH:13]=1)([O-])=O.[Sn](Cl)Cl.Cl.[OH-].[K+]. The catalyst is C(O)C.C(OCC)(=O)C.CCCCCC. The product is [CH:18]([C:15]1[CH:16]=[CH:17][C:12]([O:11][C:5]2[CH:6]=[C:7]([NH2:8])[CH:9]=[CH:10][C:4]=2[NH2:1])=[CH:13][CH:14]=1)=[CH2:19]. The yield is 0.950.